This data is from Catalyst prediction with 721,799 reactions and 888 catalyst types from USPTO. The task is: Predict which catalyst facilitates the given reaction. (1) Reactant: Br[C:2]1[CH:3]=[C:4]([NH:9][S:10]([C:13]2[CH:18]=[CH:17][C:16]([F:19])=[CH:15][C:14]=2[F:20])(=[O:12])=[O:11])[C:5]([Cl:8])=[N:6][CH:7]=1.C([O-])(=O)C.[K+].[B:26]1([B:26]2[O:30][C:29]([CH3:32])([CH3:31])[C:28]([CH3:34])([CH3:33])[O:27]2)[O:30][C:29]([CH3:32])([CH3:31])[C:28]([CH3:34])([CH3:33])[O:27]1. Product: [Cl:8][C:5]1[C:4]([NH:9][S:10]([C:13]2[CH:18]=[CH:17][C:16]([F:19])=[CH:15][C:14]=2[F:20])(=[O:12])=[O:11])=[CH:3][C:2]([B:26]2[O:30][C:29]([CH3:32])([CH3:31])[C:28]([CH3:34])([CH3:33])[O:27]2)=[CH:7][N:6]=1. The catalyst class is: 12. (2) The catalyst class is: 2. Product: [Cl:47][C:48]1[N:53]=[CH:52][C:51]([S:54]([N:13]2[CH2:14][CH2:15][N:16]([C:17]3[CH:22]=[CH:21][C:20]([C:23]([OH:32])([C:28]([F:29])([F:31])[F:30])[C:24]([F:26])([F:25])[F:27])=[CH:19][CH:18]=3)[C@@H:11]([CH2:10][S:7]([C:1]3[CH:2]=[CH:3][CH:4]=[CH:5][CH:6]=3)(=[O:8])=[O:9])[CH2:12]2)(=[O:56])=[O:55])=[CH:50][CH:49]=1. Reactant: [C:1]1([S:7]([CH2:10][C@@H:11]2[N:16]([C:17]3[CH:22]=[CH:21][C:20]([C:23]([OH:32])([C:28]([F:31])([F:30])[F:29])[C:24]([F:27])([F:26])[F:25])=[CH:19][CH:18]=3)[CH2:15][CH2:14][N:13](C(OC(C)(C)C)=O)[CH2:12]2)(=[O:9])=[O:8])[CH:6]=[CH:5][CH:4]=[CH:3][CH:2]=1.C(O)(C(F)(F)F)=O.[Cl:47][C:48]1[N:53]=[CH:52][C:51]([S:54](Cl)(=[O:56])=[O:55])=[CH:50][CH:49]=1. (3) The catalyst class is: 116. Reactant: C(N)CN.CC(O)(CC)C.[CH3:11][Si:12]([CH:15]([Si:35]([CH3:38])([CH3:37])[CH3:36])[N:16]1[C:19](=[O:20])[C@@H:18]([N:21]2[C@@H](C3C=CC=CC=3)COC2=O)[C:17]1([CH3:34])[CH3:33])([CH3:14])[CH3:13]. Product: [NH2:21][C@H:18]1[C:17]([CH3:34])([CH3:33])[N:16]([CH:15]([Si:12]([CH3:11])([CH3:14])[CH3:13])[Si:35]([CH3:38])([CH3:37])[CH3:36])[C:19]1=[O:20]. (4) Reactant: C1(C(C2C=CC=CC=2)=[N:8][C:9]2[C:10]([O:33][CH2:34][CH3:35])=[CH:11][CH:12]=[C:13]3[C:18]=2[CH:17]=[N:16][CH:15]=[C:14]3[CH2:19][C:20]2[CH:25]=[C:24]([O:26][CH3:27])[C:23]([O:28][CH2:29][CH3:30])=[C:22]([O:31][CH3:32])[CH:21]=2)C=CC=CC=1.[OH:42]N1C(=O)C2=CC=CC=C2C1=O.[O-][Cl:55]=O.[Na+].CC#N. Product: [ClH:55].[NH2:8][C:9]1[C:10]([O:33][CH2:34][CH3:35])=[CH:11][CH:12]=[C:13]2[C:18]=1[CH:17]=[N:16][CH:15]=[C:14]2[C:19]([C:20]1[CH:25]=[C:24]([O:26][CH3:27])[C:23]([O:28][CH2:29][CH3:30])=[C:22]([O:31][CH3:32])[CH:21]=1)=[O:42]. The catalyst class is: 316. (5) Reactant: [NH2:1][C:2]1[CH:7]=[CH:6][CH:5]=[CH:4][N:3]=1.[H-].[Na+].CS([C:14]1[N:19]=[C:18]([N:20]2[CH:24]=[CH:23][N:22]=[C:21]2[C:25]2[CH:30]=[CH:29][CH:28]=[CH:27][CH:26]=2)[CH:17]=[CH:16][N:15]=1)(=O)=O. Product: [C:25]1([C:21]2[N:20]([C:18]3[CH:17]=[CH:16][N:15]=[C:14]([NH:1][C:2]4[CH:7]=[CH:6][CH:5]=[CH:4][N:3]=4)[N:19]=3)[CH:24]=[CH:23][N:22]=2)[CH:26]=[CH:27][CH:28]=[CH:29][CH:30]=1. The catalyst class is: 1.